This data is from Full USPTO retrosynthesis dataset with 1.9M reactions from patents (1976-2016). The task is: Predict the reactants needed to synthesize the given product. (1) Given the product [O:68]=[S:64]1(=[O:67])[CH2:65][CH2:66][N:61]([CH2:60][CH2:59][NH:58][C@:42]23[CH2:54][CH2:53][C@@H:52]([C:55]([CH3:57])=[CH2:56])[C@@H:43]2[C@@H:44]2[C@@:39]([CH3:69])([CH2:40][CH2:41]3)[C@@:38]3([CH3:70])[C@@H:47]([C@:48]4([CH3:51])[C@@H:35]([CH2:36][CH2:37]3)[C:34]([CH3:71])([CH3:72])[C:33]([CH2:6][CH2:5][CH2:4][CH2:3][CH2:2][C:1]([O:8][CH3:9])=[O:7])=[CH:50][CH2:49]4)[CH2:46][CH2:45]2)[CH2:62][CH2:63]1, predict the reactants needed to synthesize it. The reactants are: [C:1]([O:8][CH3:9])(=[O:7])[CH2:2][CH2:3][CH2:4][CH:5]=[CH2:6].B1C2CCCC1CCC2.[O-]P([O-])([O-])=O.[K+].[K+].[K+].FC(F)(F)S(O[C:33]1[C:34]([CH3:72])([CH3:71])[C@H:35]2[C@:48]([CH3:51])([CH2:49][CH:50]=1)[C@@H:47]1[C@:38]([CH3:70])([C@@:39]3([CH3:69])[C@H:44]([CH2:45][CH2:46]1)[C@H:43]1[C@H:52]([C:55]([CH3:57])=[CH2:56])[CH2:53][CH2:54][C@:42]1([NH:58][CH2:59][CH2:60][N:61]1[CH2:66][CH2:65][S:64](=[O:68])(=[O:67])[CH2:63][CH2:62]1)[CH2:41][CH2:40]3)[CH2:37][CH2:36]2)(=O)=O.C(Cl)Cl. (2) Given the product [S:7]([C:4]1[CH:5]=[CH:6][C:1]([CH3:11])=[CH:2][CH:3]=1)([OH:10])(=[O:9])=[O:8].[S:7]([C:4]1[CH:5]=[CH:6][C:1]([CH3:11])=[CH:2][CH:3]=1)([OH:10])(=[O:9])=[O:8].[C:12]([N:15]1[CH2:16][CH2:17][N:18]([CH2:21][CH2:22][O:23][C:24]2[CH:25]=[CH:26][C:27]([CH:30]3[CH2:31][CH2:32][N:33]([C:36]4[CH2:37][CH2:38][C:39]5[N:40]([C:42]([C:45]([F:46])([F:47])[F:48])=[N:43][N:44]=5)[N:41]=4)[CH2:34][CH2:35]3)=[CH:28][CH:29]=2)[CH2:19][CH2:20]1)(=[O:14])[CH3:13], predict the reactants needed to synthesize it. The reactants are: [C:1]1([CH3:11])[CH:6]=[CH:5][C:4]([S:7]([OH:10])(=[O:9])=[O:8])=[CH:3][CH:2]=1.[C:12]([N:15]1[CH2:20][CH2:19][N:18]([CH2:21][CH2:22][O:23][C:24]2[CH:29]=[CH:28][C:27]([CH:30]3[CH2:35][CH2:34][N:33]([C:36]4[CH2:37][CH2:38][C:39]5[N:40]([C:42]([C:45]([F:48])([F:47])[F:46])=[N:43][N:44]=5)[N:41]=4)[CH2:32][CH2:31]3)=[CH:26][CH:25]=2)[CH2:17][CH2:16]1)(=[O:14])[CH3:13].C(OC(=O)C)C.